From a dataset of Catalyst prediction with 721,799 reactions and 888 catalyst types from USPTO. Predict which catalyst facilitates the given reaction. (1) Reactant: [CH3:1][O:2][C:3](=[O:20])[C:4]([CH3:19])([O:6][C:7]1[CH:12]=[CH:11][CH:10]=[C:9]([C:13]2[CH:14]=[N:15][CH:16]=[CH:17][CH:18]=2)[CH:8]=1)[CH3:5].Cl.[H][H]. Product: [CH3:1][O:2][C:3](=[O:20])[C:4]([CH3:5])([O:6][C:7]1[CH:12]=[CH:11][CH:10]=[C:9]([CH:13]2[CH2:18][CH2:17][CH2:16][NH:15][CH2:14]2)[CH:8]=1)[CH3:19]. The catalyst class is: 465. (2) The catalyst class is: 2. Reactant: [F:1][C:2]([F:20])([F:19])[C:3]1[CH:8]=[CH:7][C:6]([C@@H:9]2[C:18]3[N:17]=[CH:16][CH:15]=[CH:14][C:13]=3[CH2:12][CH2:11][NH:10]2)=[CH:5][CH:4]=1.[C:21]([C:23]1[CH:24]=[C:25]([N:29]=[C:30]=[O:31])[CH:26]=[CH:27][CH:28]=1)#[N:22]. Product: [C:21]([C:23]1[CH:24]=[C:25]([NH:29][C:30]([N:10]2[C@H:9]([C:6]3[CH:7]=[CH:8][C:3]([C:2]([F:1])([F:19])[F:20])=[CH:4][CH:5]=3)[C:18]3[N:17]=[CH:16][CH:15]=[CH:14][C:13]=3[CH2:12][CH2:11]2)=[O:31])[CH:26]=[CH:27][CH:28]=1)#[N:22]. (3) Reactant: [Cl:1][C:2]1[C:4]([Cl:6])([Cl:5])[C:3]=1[Cl:7].[O:8]1[CH:12]=[CH:11][CH:10]=[CH:9]1. Product: [Cl:1][C:2]1[CH:9]2[O:8][CH:12]([C:4]([Cl:6])([Cl:5])[C:3]=1[Cl:7])[CH:11]=[CH:10]2. The catalyst class is: 11. (4) Reactant: [NH:1]([CH2:8][CH2:9][NH:10][C:11]([C:13]1[C:17]([NH:18][C:19]([C:21]2[CH:26]=[CH:25][CH:24]=[CH:23][N:22]=2)=[O:20])=[CH:16][N:15](C2CCCCO2)[N:14]=1)=[O:12])[C:2]1[CH:7]=[CH:6][CH:5]=[CH:4][CH:3]=1.O.C1(C)C=CC(S(O)(=O)=O)=CC=1.C(=O)([O-])O.[Na+]. Product: [NH:1]([CH2:8][CH2:9][NH:10][C:11]([C:13]1[C:17]([NH:18][C:19]([C:21]2[CH:26]=[CH:25][CH:24]=[CH:23][N:22]=2)=[O:20])=[CH:16][NH:15][N:14]=1)=[O:12])[C:2]1[CH:7]=[CH:6][CH:5]=[CH:4][CH:3]=1. The catalyst class is: 8. (5) The catalyst class is: 8. Product: [F:35][C:30]1[CH:31]=[CH:32][CH:33]=[CH:34][C:29]=1[S:26]([N:19]1[C:18]2[CH:17]=[CH:16][CH:15]=[C:14]([N:11]3[CH2:10][CH2:9][NH:8][CH2:13][CH2:12]3)[C:23]=2[O:22][C:21]([CH3:25])([CH3:24])[CH2:20]1)(=[O:28])=[O:27]. Reactant: C(OC([N:8]1[CH2:13][CH2:12][N:11]([C:14]2[C:23]3[O:22][C:21]([CH3:25])([CH3:24])[CH2:20][N:19]([S:26]([C:29]4[CH:34]=[CH:33][CH:32]=[CH:31][C:30]=4[F:35])(=[O:28])=[O:27])[C:18]=3[CH:17]=[CH:16][CH:15]=2)[CH2:10][CH2:9]1)=O)(C)(C)C.Cl.